Dataset: Plasma protein binding rate (PPBR) regression data from AstraZeneca. Task: Regression/Classification. Given a drug SMILES string, predict its absorption, distribution, metabolism, or excretion properties. Task type varies by dataset: regression for continuous measurements (e.g., permeability, clearance, half-life) or binary classification for categorical outcomes (e.g., BBB penetration, CYP inhibition). For this dataset (ppbr_az), we predict Y. (1) The compound is CC[C@@H](c1ccc(C(=O)O)c(Oc2cccc(Cl)c2)c1)N1CCC[C@H](n2cc(C)c(=O)[nH]c2=O)C1. The Y is 96.2 %. (2) The drug is CCC(=O)O[C@]1(C(=O)SCF)[C@H](C)C[C@H]2[C@@H]3C[C@H](F)C4=CC(=O)C=C[C@]4(C)[C@@]3(F)[C@@H](O)C[C@@]21C. The Y is 98.1 %.